This data is from NCI-60 drug combinations with 297,098 pairs across 59 cell lines. The task is: Regression. Given two drug SMILES strings and cell line genomic features, predict the synergy score measuring deviation from expected non-interaction effect. (1) Drug 1: CS(=O)(=O)C1=CC(=C(C=C1)C(=O)NC2=CC(=C(C=C2)Cl)C3=CC=CC=N3)Cl. Drug 2: CC1=C2C(C(=O)C3(C(CC4C(C3C(C(C2(C)C)(CC1OC(=O)C(C(C5=CC=CC=C5)NC(=O)OC(C)(C)C)O)O)OC(=O)C6=CC=CC=C6)(CO4)OC(=O)C)OC)C)OC. Cell line: HOP-62. Synergy scores: CSS=57.4, Synergy_ZIP=19.5, Synergy_Bliss=20.6, Synergy_Loewe=7.03, Synergy_HSA=20.8. (2) Drug 1: CCC1=C2CN3C(=CC4=C(C3=O)COC(=O)C4(CC)O)C2=NC5=C1C=C(C=C5)O. Drug 2: B(C(CC(C)C)NC(=O)C(CC1=CC=CC=C1)NC(=O)C2=NC=CN=C2)(O)O. Cell line: MDA-MB-231. Synergy scores: CSS=74.5, Synergy_ZIP=-5.89, Synergy_Bliss=-7.58, Synergy_Loewe=-4.01, Synergy_HSA=-2.62. (3) Drug 1: CN1CCC(CC1)COC2=C(C=C3C(=C2)N=CN=C3NC4=C(C=C(C=C4)Br)F)OC. Drug 2: C1=NC(=NC(=O)N1C2C(C(C(O2)CO)O)O)N. Cell line: UO-31. Synergy scores: CSS=15.4, Synergy_ZIP=-7.62, Synergy_Bliss=-5.35, Synergy_Loewe=-5.08, Synergy_HSA=-3.90. (4) Drug 1: C1CCC(C(C1)N)N.C(=O)(C(=O)[O-])[O-].[Pt+4]. Drug 2: CC1CCCC2(C(O2)CC(NC(=O)CC(C(C(=O)C(C1O)C)(C)C)O)C(=CC3=CSC(=N3)C)C)C. Cell line: KM12. Synergy scores: CSS=28.0, Synergy_ZIP=-1.16, Synergy_Bliss=-7.03, Synergy_Loewe=-18.0, Synergy_HSA=-10.1. (5) Drug 1: C1=CN(C(=O)N=C1N)C2C(C(C(O2)CO)O)O.Cl. Drug 2: N.N.Cl[Pt+2]Cl. Cell line: MOLT-4. Synergy scores: CSS=85.7, Synergy_ZIP=-0.153, Synergy_Bliss=-0.368, Synergy_Loewe=0.301, Synergy_HSA=1.81.